Dataset: Reaction yield outcomes from USPTO patents with 853,638 reactions. Task: Predict the reaction yield, written as a fraction of the theoretical maximum amount of product (1.0 means a 100% yield; for example, 0.34 means a 34% yield). The reactants are C(O)(C(F)(F)F)=O.[CH3:8][O:9][C:10]([CH2:12][NH:13][C:14]1[N:19]=[CH:18][C:17](/[CH:20]=[CH:21]/[C:22]([O:24]C(C)(C)C)=[O:23])=[CH:16][CH:15]=1)=[O:11].C(Cl)[Cl:30]. No catalyst specified. The product is [ClH:30].[CH3:8][O:9][C:10]([CH2:12][NH:13][C:14]1[N:19]=[CH:18][C:17](/[CH:20]=[CH:21]/[C:22]([OH:24])=[O:23])=[CH:16][CH:15]=1)=[O:11]. The yield is 1.00.